This data is from Forward reaction prediction with 1.9M reactions from USPTO patents (1976-2016). The task is: Predict the product of the given reaction. (1) Given the reactants [S:1](Cl)([C:4]1[CH:10]=[CH:9][C:7]([CH3:8])=[CH:6][CH:5]=1)(=[O:3])=[O:2].[Br:12][C:13]1[CH:14]=[CH:15][C:16]([C:19]2[CH2:23][CH:22]([CH2:24][OH:25])[O:21][N:20]=2)=[N:17][CH:18]=1.C([O-])(O)=O.[Na+], predict the reaction product. The product is: [CH3:8][C:7]1[CH:9]=[CH:10][C:4]([S:1]([O:25][CH2:24][CH:22]2[O:21][N:20]=[C:19]([C:16]3[CH:15]=[CH:14][C:13]([Br:12])=[CH:18][N:17]=3)[CH2:23]2)(=[O:3])=[O:2])=[CH:5][CH:6]=1. (2) Given the reactants [O:1]=[C:2]1[CH2:7][CH2:6][CH:5]([CH2:8][NH:9][C:10](=[O:19])[O:11][CH2:12][C:13]2[CH:18]=[CH:17][CH:16]=[CH:15][CH:14]=2)[CH2:4][CH2:3]1.[CH2:20]([Mg]Br)[CH3:21], predict the reaction product. The product is: [CH2:12]([O:11][C:10](=[O:19])[NH:9][CH2:8][CH:5]1[CH2:6][CH2:7][C:2]([CH2:20][CH3:21])([OH:1])[CH2:3][CH2:4]1)[C:13]1[CH:14]=[CH:15][CH:16]=[CH:17][CH:18]=1.